Dataset: Peptide-MHC class II binding affinity with 134,281 pairs from IEDB. Task: Regression. Given a peptide amino acid sequence and an MHC pseudo amino acid sequence, predict their binding affinity value. This is MHC class II binding data. (1) The MHC is HLA-DPA10103-DPB10401 with pseudo-sequence HLA-DPA10103-DPB10401. The binding affinity (normalized) is 0.540. The peptide sequence is GLLHPILVIRNQKVS. (2) The peptide sequence is EIVDLMCHAT. The MHC is HLA-DQA10102-DQB10602 with pseudo-sequence HLA-DQA10102-DQB10602. The binding affinity (normalized) is 0.171. (3) The peptide sequence is SCTMPPVSFHGSDGC. The MHC is DRB1_0301 with pseudo-sequence DRB1_0301. The binding affinity (normalized) is 0.293. (4) The peptide sequence is TESWIVDRQWAQDLT. The MHC is HLA-DQA10201-DQB10301 with pseudo-sequence HLA-DQA10201-DQB10301. The binding affinity (normalized) is 0.281. (5) The peptide sequence is YDKFLANSSTVLTGK. The MHC is DRB1_0701 with pseudo-sequence DRB1_0701. The binding affinity (normalized) is 0.793.